From a dataset of Reaction yield outcomes from USPTO patents with 853,638 reactions. Predict the reaction yield, written as a fraction of the theoretical maximum amount of product (1.0 means a 100% yield; for example, 0.34 means a 34% yield). The reactants are C[O:2][C:3](=[O:14])[C:4]1[CH:9]=[CH:8][C:7]([C:10](=[NH:13])[NH:11][OH:12])=[CH:6][CH:5]=1.C1N=CN([C:20](N2C=NC=C2)=[O:21])C=1. The catalyst is O1CCOCC1. The product is [O:21]=[C:20]1[O:12][N:11]=[C:10]([C:7]2[CH:8]=[CH:9][C:4]([C:3]([OH:2])=[O:14])=[CH:5][CH:6]=2)[NH:13]1. The yield is 0.680.